This data is from Full USPTO retrosynthesis dataset with 1.9M reactions from patents (1976-2016). The task is: Predict the reactants needed to synthesize the given product. (1) Given the product [NH2:1][C:2]1[C:3]([CH3:28])=[C:4]([CH2:21][CH2:22][CH2:23][OH:24])[C:5]2[O:9][CH2:8][CH:7]([C:10]3[CH:11]=[CH:12][C:13]([CH:16]([CH3:18])[CH3:17])=[CH:14][CH:15]=3)[C:6]=2[C:19]=1[CH3:20], predict the reactants needed to synthesize it. The reactants are: [NH2:1][C:2]1[C:3]([CH3:28])=[C:4]([CH2:21][CH2:22][C:23](OCC)=[O:24])[C:5]2[O:9][CH2:8][CH:7]([C:10]3[CH:15]=[CH:14][C:13]([CH:16]([CH3:18])[CH3:17])=[CH:12][CH:11]=3)[C:6]=2[C:19]=1[CH3:20].[H-].[Al+3].[Li+].[H-].[H-].[H-].O. (2) Given the product [C:1]([O:5][C:6]([N:8]1[CH2:15][CH:14]2[N:16]([C:17]([O:19][C:20]([CH3:21])([CH3:23])[CH3:22])=[O:18])[CH:10]([CH2:11][C:12]([C:40]3[S:44][C:43]([O:45][CH2:46][CH2:47][O:48][C:52]4[C:53]([F:56])=[CH:54][CH:55]=[C:50]([Cl:49])[C:51]=4[F:58])=[N:42][CH:41]=3)=[C:13]2[C:24](=[O:39])[N:25]([CH:36]2[CH2:37][CH2:38]2)[CH2:26][C:27]2[CH:32]=[CH:31][CH:30]=[C:29]([O:33][CH3:34])[C:28]=2[CH3:35])[CH2:9]1)=[O:7])([CH3:2])([CH3:3])[CH3:4], predict the reactants needed to synthesize it. The reactants are: [C:1]([O:5][C:6]([N:8]1[CH2:15][CH:14]2[N:16]([C:17]([O:19][C:20]([CH3:23])([CH3:22])[CH3:21])=[O:18])[CH:10]([CH2:11][C:12]([C:40]3[S:44][C:43]([O:45][CH2:46][CH2:47][OH:48])=[N:42][CH:41]=3)=[C:13]2[C:24](=[O:39])[N:25]([CH:36]2[CH2:38][CH2:37]2)[CH2:26][C:27]2[CH:32]=[CH:31][CH:30]=[C:29]([O:33][CH3:34])[C:28]=2[CH3:35])[CH2:9]1)=[O:7])([CH3:4])([CH3:3])[CH3:2].[Cl:49][C:50]1[C:51]([F:58])=[C:52](O)[C:53]([F:56])=[CH:54][CH:55]=1. (3) Given the product [F:8][C:7]1[CH:6]=[CH:5][C:4]([CH2:9][NH:10][CH3:11])=[CH:3][C:2]=1[C:28]1[CH:29]=[CH:30][CH:31]=[C:26]([CH2:25][N:22]2[CH2:23][CH2:24][N:19]([C:17]([O:16][C:13]([CH3:15])([CH3:14])[CH3:12])=[O:18])[CH2:20][CH2:21]2)[CH:27]=1, predict the reactants needed to synthesize it. The reactants are: Br[C:2]1[CH:3]=[C:4]([CH2:9][NH:10][CH3:11])[CH:5]=[CH:6][C:7]=1[F:8].[CH3:12][C:13]([O:16][C:17]([N:19]1[CH2:24][CH2:23][N:22]([CH2:25][C:26]2[CH:27]=[C:28](B(O)O)[CH:29]=[CH:30][CH:31]=2)[CH2:21][CH2:20]1)=[O:18])([CH3:15])[CH3:14].C([O-])([O-])=O.[K+].[K+]. (4) The reactants are: [F:1][C:2]([F:24])([F:23])[C:3]1[N:4]=[CH:5][C:6]([NH:9][C@H:10]2[CH2:14][CH2:13][CH2:12][C@@H:11]2[NH:15][C:16](=[O:22])[O:17][C:18]([CH3:21])([CH3:20])[CH3:19])=[N:7][CH:8]=1.[Br:25]N1C(=O)CCC1=O. Given the product [Br:25][C:5]1[C:6]([NH:9][C@H:10]2[CH2:14][CH2:13][CH2:12][C@@H:11]2[NH:15][C:16](=[O:22])[O:17][C:18]([CH3:20])([CH3:21])[CH3:19])=[N:7][CH:8]=[C:3]([C:2]([F:1])([F:23])[F:24])[N:4]=1, predict the reactants needed to synthesize it. (5) Given the product [N:33]([C:2]1[CH:3]=[CH:4][C:5]([F:19])=[C:6]([C@:8]2([CH3:18])[C@H:14]3[C@H:12]([C:13]3([F:16])[F:15])[S:11][C:10]([NH2:17])=[N:9]2)[CH:7]=1)=[N+:34]=[N-:35], predict the reactants needed to synthesize it. The reactants are: Br[C:2]1[CH:3]=[CH:4][C:5]([F:19])=[C:6]([C@:8]2([CH3:18])[C@H:14]3[C@H:12]([C:13]3([F:16])[F:15])[S:11][C:10]([NH2:17])=[N:9]2)[CH:7]=1.O=C1O[C@H]([C@H](CO)O)C([O-])=C1O.[Na+].[N-:33]=[N+:34]=[N-:35].[Na+].CP(C)C. (6) Given the product [ClH:19].[ClH:19].[C:12]1([CH:11]2[C:5]3[N:6]=[CH:7][NH:8][C:4]=3[CH2:3][CH2:2][NH:1]2)[CH:17]=[CH:16][CH:15]=[CH:14][CH:13]=1, predict the reactants needed to synthesize it. The reactants are: [NH2:1][CH2:2][CH2:3][C:4]1[N:8]=[CH:7][NH:6][CH:5]=1.[OH-].[Na+].[CH:11](=O)[C:12]1[CH:17]=[CH:16][CH:15]=[CH:14][CH:13]=1.[ClH:19].